Dataset: Forward reaction prediction with 1.9M reactions from USPTO patents (1976-2016). Task: Predict the product of the given reaction. (1) Given the reactants [CH:1]1([NH:4][C:5](=[O:24])[C:6]2[CH:11]=[CH:10][C:9]([CH3:12])=[C:8]([C:13]3[CH:14]=[C:15]4[C:20](=[CH:21][CH:22]=3)[C:19](=[O:23])[NH:18][CH:17]=[CH:16]4)[CH:7]=2)[CH2:3][CH2:2]1.Cl.Cl[CH2:27][C:28]1[CH:33]=[CH:32][CH:31]=[CH:30][N:29]=1, predict the reaction product. The product is: [CH:1]1([NH:4][C:5](=[O:24])[C:6]2[CH:11]=[CH:10][C:9]([CH3:12])=[C:8]([C:13]3[CH:14]=[C:15]4[C:20](=[CH:21][CH:22]=3)[C:19](=[O:23])[N:18]([CH2:27][C:28]3[CH:33]=[CH:32][CH:31]=[CH:30][N:29]=3)[CH:17]=[CH:16]4)[CH:7]=2)[CH2:2][CH2:3]1. (2) Given the reactants [NH2:1][C:2]1[CH:6]=[CH:5][N:4]([CH3:7])[N:3]=1.C[O:9][C:10]([C:12]1[CH:22]=[C:21]([O:23][C:24]2[CH:29]=[CH:28][C:27]([C:30]#[N:31])=[CH:26][CH:25]=2)[C:15]2[CH2:16][C:17]([CH3:20])([CH3:19])[O:18][C:14]=2[CH:13]=1)=O, predict the reaction product. The product is: [CH3:7][N:4]1[CH:5]=[CH:6][C:2]([NH:1][C:10]([C:12]2[CH:22]=[C:21]([O:23][C:24]3[CH:25]=[CH:26][C:27]([C:30]#[N:31])=[CH:28][CH:29]=3)[C:15]3[CH2:16][C:17]([CH3:20])([CH3:19])[O:18][C:14]=3[CH:13]=2)=[O:9])=[N:3]1.